Dataset: Reaction yield outcomes from USPTO patents with 853,638 reactions. Task: Predict the reaction yield, written as a fraction of the theoretical maximum amount of product (1.0 means a 100% yield; for example, 0.34 means a 34% yield). (1) The reactants are [CH2:1]([N:8]1[CH:12]=[C:11]([CH2:13][CH2:14][CH2:15][CH2:16][OH:17])[C:10]([O:18][CH2:19][CH3:20])=[N:9]1)[C:2]1[CH:7]=[CH:6][CH:5]=[CH:4][CH:3]=1.[CH3:21][S:22](Cl)(=[O:24])=[O:23].C(=O)([O-])O.[Na+]. The catalyst is C(N(CC)CC)C.O1CCCC1. The product is [CH3:21][S:22]([O:17][CH2:16][CH2:15][CH2:14][CH2:13][C:11]1[C:10]([O:18][CH2:19][CH3:20])=[N:9][N:8]([CH2:1][C:2]2[CH:3]=[CH:4][CH:5]=[CH:6][CH:7]=2)[CH:12]=1)(=[O:24])=[O:23]. The yield is 0.960. (2) The reactants are [CH3:1][C:2]([O:9][C:10]1[CH:11]=[CH:12][CH:13]=[C:14]2[C:19]=1[N:18]=[CH:17][CH:16]=[CH:15]2)([CH3:8])[C:3]([O:5]CC)=O.[NH2:20][CH2:21][CH:22]([OH:34])[CH2:23][N:24]1[CH2:33][CH2:32][C:31]2[C:26](=[CH:27][CH:28]=[CH:29][CH:30]=2)[CH2:25]1. The catalyst is CCO. The product is [CH2:25]1[C:26]2[C:31](=[CH:30][CH:29]=[CH:28][CH:27]=2)[CH2:32][CH2:33][N:24]1[CH2:23][CH:22]([OH:34])[CH2:21][NH:20][C:3](=[O:5])[C:2]([CH3:1])([O:9][C:10]1[CH:11]=[CH:12][CH:13]=[C:14]2[C:19]=1[N:18]=[CH:17][CH:16]=[CH:15]2)[CH3:8]. The yield is 0.101. (3) The reactants are [F:1][C:2]1[CH:13]=[C:12]([OH:14])[C:5]2[CH:6]=[C:7]([C:9](=[O:11])[CH3:10])[O:8][C:4]=2[CH:3]=1.C1(P(C2C=CC=CC=2)C2C=CC=CC=2)C=CC=CC=1.[C:34]1([C:40]2[S:41][CH:42]=[C:43]([CH2:45]O)[N:44]=2)[CH:39]=[CH:38][CH:37]=[CH:36][CH:35]=1.N(C(OC(C)C)=O)=NC(OC(C)C)=O. The catalyst is C1COCC1.ClCCl.C1C=CC=CC=1. The product is [F:1][C:2]1[CH:13]=[C:12]([O:14][CH2:45][C:43]2[N:44]=[C:40]([C:34]3[CH:35]=[CH:36][CH:37]=[CH:38][CH:39]=3)[S:41][CH:42]=2)[C:5]2[CH:6]=[C:7]([C:9](=[O:11])[CH3:10])[O:8][C:4]=2[CH:3]=1. The yield is 0.320.